From a dataset of Full USPTO retrosynthesis dataset with 1.9M reactions from patents (1976-2016). Predict the reactants needed to synthesize the given product. (1) Given the product [CH2:1]([O:8][C:9](=[O:25])[NH:10][C:11]1[CH:16]=[CH:15][C:14]([NH:17][C:18](=[O:24])[CH2:19][CH2:20][CH2:21][CH2:22][N:27]([CH3:28])[CH3:26])=[CH:13][CH:12]=1)[C:2]1[CH:7]=[CH:6][CH:5]=[CH:4][CH:3]=1, predict the reactants needed to synthesize it. The reactants are: [CH2:1]([O:8][C:9](=[O:25])[NH:10][C:11]1[CH:16]=[CH:15][C:14]([NH:17][C:18](=[O:24])[CH2:19][CH2:20][CH2:21][CH2:22]Br)=[CH:13][CH:12]=1)[C:2]1[CH:7]=[CH:6][CH:5]=[CH:4][CH:3]=1.[CH3:26][NH:27][CH3:28].O. (2) Given the product [F:35][C:36]([F:41])([F:40])[C:37]([OH:39])=[O:38].[Cl:1][C:2]1[CH:3]=[C:4]([C:12]2[S:16][C:15]([C:17]3[C:18]([CH3:34])=[C:19]4[C:24](=[CH:25][CH:26]=3)[CH2:23][NH:22][CH2:21][CH2:20]4)=[N:14][N:13]=2)[CH:5]=[CH:6][C:7]=1[O:8][CH:9]([CH3:11])[CH3:10], predict the reactants needed to synthesize it. The reactants are: [Cl:1][C:2]1[CH:3]=[C:4]([C:12]2[S:16][C:15]([C:17]3[C:18]([CH3:34])=[C:19]4[C:24](=[CH:25][CH:26]=3)[CH2:23][N:22](C(OC(C)(C)C)=O)[CH2:21][CH2:20]4)=[N:14][N:13]=2)[CH:5]=[CH:6][C:7]=1[O:8][CH:9]([CH3:11])[CH3:10].[F:35][C:36]([F:41])([F:40])[C:37]([OH:39])=[O:38].